Dataset: hERG potassium channel inhibition data for cardiac toxicity prediction from Karim et al.. Task: Regression/Classification. Given a drug SMILES string, predict its toxicity properties. Task type varies by dataset: regression for continuous values (e.g., LD50, hERG inhibition percentage) or binary classification for toxic/non-toxic outcomes (e.g., AMES mutagenicity, cardiotoxicity, hepatotoxicity). Dataset: herg_karim. (1) The drug is Fc1ccc2c(C3CNCC[C@H]3F)c(C3CCCCC3)[nH]c2c1. The result is 1 (blocker). (2) The drug is O=c1[nH]nc(C2CC3(c4ccccc4)NC2CCC3NCc2cc(OC(F)(F)F)ccc2OC2CC2)[nH]1. The result is 1 (blocker). (3) The compound is CN(C(=O)Cc1ccc(S(C)(=O)=O)cc1)[C@@H]1CCN(Cc2nc3ccccc3s2)C[C@@H]1F. The result is 0 (non-blocker). (4) The result is 1 (blocker). The molecule is COc1cc(N)c(Cl)cc1C(=O)N[C@H]1CCN(CCCn2ccnc2)C[C@H]1OC. (5) The molecule is COc1ccc(cc1OC)C(=O)N1CCN(CC1)c1ccc2NC(=O)CCc2c1. The result is 1 (blocker). (6) The compound is COC1COCCC1N[C@@H]1C[C@H]2CCC[C@@]2(C(=O)N2CCc3ncc(OC(C)C)cc3C2)C1. The result is 0 (non-blocker). (7) The molecule is CCc1cc(C(SCC(N)C(=O)O)(c2ccccc2)c2ccccc2)ccc1C. The result is 0 (non-blocker). (8) The drug is CN(C)CCCn1nc(C2=C(c3cn(-c4cccnc4)c4ccccc34)C(=O)NC2=O)c2ccccc21. The result is 1 (blocker). (9) The compound is N#Cc1ccc2nc([C@H]3CC[C@]4(CC3)CN(c3ccccc3)C(=O)O4)[nH]c2c1. The result is 0 (non-blocker).